The task is: Regression. Given a peptide amino acid sequence and an MHC pseudo amino acid sequence, predict their binding affinity value. This is MHC class I binding data.. This data is from Peptide-MHC class I binding affinity with 185,985 pairs from IEDB/IMGT. (1) The peptide sequence is RRWIAPHPL. The MHC is HLA-A32:07 with pseudo-sequence HLA-A32:07. The binding affinity (normalized) is 0.387. (2) The peptide sequence is PYLGKREDLW. The MHC is HLA-A24:02 with pseudo-sequence HLA-A24:02. The binding affinity (normalized) is 0.317. (3) The peptide sequence is ILRSLETDL. The MHC is HLA-B15:01 with pseudo-sequence HLA-B15:01. The binding affinity (normalized) is 0. (4) The peptide sequence is LRWASGVSE. The MHC is HLA-A26:01 with pseudo-sequence HLA-A26:01. The binding affinity (normalized) is 0.0847. (5) The peptide sequence is PLYRLSPKK. The MHC is HLA-B15:01 with pseudo-sequence HLA-B15:01. The binding affinity (normalized) is 0.0847.